Dataset: Kir2.1 potassium channel HTS with 301,493 compounds. Task: Binary Classification. Given a drug SMILES string, predict its activity (active/inactive) in a high-throughput screening assay against a specified biological target. (1) The drug is n12ncc(c1nc(cc2NCc1ncccc1)C)c1ccccc1. The result is 0 (inactive). (2) The molecule is O=C(Nc1c(OC)ccc(OC)c1)CCc1n2nc(N3CCC(CC3)C)ccc2nn1. The result is 0 (inactive). (3) The molecule is s1c(nnc1NC(=O)CCn1c(=O)c2c(nc1)cccc2)C(C)(C)C. The result is 0 (inactive). (4) The molecule is s1nc(c(N)c1C(=O)N(C(c1ccc(O)cc1)C(=O)NCc1ccccc1)c1c(OC)ccc(OC)c1)C(=O)N. The result is 0 (inactive).